Dataset: Peptide-MHC class II binding affinity with 134,281 pairs from IEDB. Task: Regression. Given a peptide amino acid sequence and an MHC pseudo amino acid sequence, predict their binding affinity value. This is MHC class II binding data. The peptide sequence is SQHLELSWNLNGLQAY. The MHC is HLA-DQA10301-DQB10302 with pseudo-sequence HLA-DQA10301-DQB10302. The binding affinity (normalized) is 0.345.